This data is from Retrosynthesis with 50K atom-mapped reactions and 10 reaction types from USPTO. The task is: Predict the reactants needed to synthesize the given product. (1) Given the product COC(=O)CCCc1ccc(I)cc1, predict the reactants needed to synthesize it. The reactants are: CO.O=C(O)CCCc1ccc(I)cc1. (2) Given the product CCC(=O)c1ccc(N2CCC(OC3CCN(C4CCC4)CC3)CC2)cc1, predict the reactants needed to synthesize it. The reactants are: C1CC(N2CCC(OC3CCNCC3)CC2)C1.CCC(=O)c1ccc(F)cc1. (3) Given the product [N-]=[N+]=NCCOc1ccc(CCC(=O)O)cc1, predict the reactants needed to synthesize it. The reactants are: COC(=O)CCc1ccc(OCCN=[N+]=[N-])cc1. (4) Given the product CSC1=NCCCN1Cc1cc(-c2cccc(Cl)c2)on1, predict the reactants needed to synthesize it. The reactants are: CS(=O)(=O)OCc1cc(-c2cccc(Cl)c2)on1.CSC1=NCCCN1. (5) Given the product CO[C@H](c1ccc(C(F)(F)F)cc1CBr)C1CCCC1, predict the reactants needed to synthesize it. The reactants are: BrC(Br)(Br)Br.COC(c1ccc(C(F)(F)F)cc1CO)C1CCCC1. (6) Given the product CC(C)N1CCC(Oc2cc3cc(C(=O)N4CCS(=O)(=O)CC4)n(-c4ccnc(Cl)c4)c3cc2Br)CC1, predict the reactants needed to synthesize it. The reactants are: CC(C)N1CCC(Oc2cc3cc(C(=O)N4CCS(=O)(=O)CC4)[nH]c3cc2Br)CC1.OB(O)c1ccnc(Cl)c1. (7) Given the product Cc1nc(-c2ccc(Cn3c(=O)n(CCCl)c4ccccc43)cc2)no1, predict the reactants needed to synthesize it. The reactants are: Cc1nc(-c2ccc(Cn3c(=O)[nH]c4ccccc43)cc2)no1.ClCCBr.